Dataset: Full USPTO retrosynthesis dataset with 1.9M reactions from patents (1976-2016). Task: Predict the reactants needed to synthesize the given product. (1) Given the product [C:75](=[O:76])([O:63][C@H:60]1[CH2:61][CH2:62][C@H:57]([NH:56][C:33]2[N:34]=[C:35]3[C:36]([NH:44][C:2](=[O:1])[N:47]3[C:48]3[CH:53]=[CH:52][CH:51]=[CH:50][C:49]=3[O:54][CH3:55])=[C:37]([C:39](=[O:41])[NH2:67])[N:38]=2)[CH2:58][CH2:59]1)[NH2:74], predict the reactants needed to synthesize it. The reactants are: [OH:1][C@H:2]1CC[C@H](NC2N=C(C(OCC)=O)C([N+]([O-])=O)=C(NC3C=CC=CC=3OC)N=2)CC1.Cl[C:33]1[N:38]=[C:37]([C:39]([O:41]CC)=O)[C:36]([N+:44]([O-])=O)=[C:35]([NH:47][C:48]2[CH:53]=[CH:52][CH:51]=[CH:50][C:49]=2[O:54][CH3:55])[N:34]=1.[NH2:56][C@H:57]1[CH2:62][CH2:61][C@H:60]([OH:63])[CH2:59][CH2:58]1.C([N:67](C(C)C)CC)(C)C.C[N:74](C)[CH:75]=[O:76]. (2) Given the product [Cl:1][C:2]1[C:3]([C:31]([F:33])([F:34])[F:32])=[N:4][CH:5]=[CH:6][C:7]=1[O:8][C:9]1[CH:10]=[CH:11][C:12]([CH2:15][CH2:16][NH:17][C:18]2[C:27]3[C:22](=[C:23]([F:29])[CH:24]=[CH:25][C:26]=3[F:28])[N:21]=[CH:20][N:19]=2)=[CH:13][CH:14]=1, predict the reactants needed to synthesize it. The reactants are: [Cl:1][C:2]1[C:3]([C:31]([F:34])([F:33])[F:32])=[N:4][CH:5]=[C:6](Cl)[C:7]=1[O:8][C:9]1[CH:14]=[CH:13][C:12]([CH2:15][CH2:16][NH:17][C:18]2[C:27]3[C:22](=[C:23]([F:29])[CH:24]=[CH:25][C:26]=3[F:28])[N:21]=[CH:20][N:19]=2)=[CH:11][CH:10]=1.C(N(CC)CC)C.